The task is: Predict which catalyst facilitates the given reaction.. This data is from Catalyst prediction with 721,799 reactions and 888 catalyst types from USPTO. (1) Product: [OH:30][C@@H:28]1[CH2:29][C@H:26]([CH2:25][NH:17][C:18](=[O:24])[O:19][C:20]([CH3:22])([CH3:21])[CH3:23])[CH2:27]1. The catalyst class is: 1. Reactant: CC(OC(OC(OC(C)(C)C)=O)=O)(C)C.C[N:17]([CH2:25][C@H:26]1[CH2:29][C@H:28]([O:30]C2C=CC(CN3CCCC3)=CC=2)[CH2:27]1)[C:18](=[O:24])[O:19][C:20]([CH3:23])([CH3:22])[CH3:21].NC[C@@H]1C[C@H](O)C1.CCN(CC)CC. (2) Reactant: [Br:1][C:2]1[S:6][C:5]([CH2:7]O)=[N:4][C:3]=1[CH2:9][CH3:10].S(Cl)([Cl:13])=O. Product: [Br:1][C:2]1[S:6][C:5]([CH2:7][Cl:13])=[N:4][C:3]=1[CH2:9][CH3:10]. The catalyst class is: 1. (3) Reactant: [O:1]([C:8]1[N:13]=[CH:12][N:11]=[C:10]([NH2:14])[CH:9]=1)[C:2]1[CH:7]=[CH:6][CH:5]=[CH:4][CH:3]=1.[C:15](N1C=CC=CC1=O)(N1C=CC=CC1=O)=[S:16]. Product: [N:14]([C:10]1[CH:9]=[C:8]([O:1][C:2]2[CH:3]=[CH:4][CH:5]=[CH:6][CH:7]=2)[N:13]=[CH:12][N:11]=1)=[C:15]=[S:16]. The catalyst class is: 2. (4) Reactant: [CH3:1][O:2][C:3]([C:5]1[CH:6]=[C:7]2[C:12](=[CH:13][CH:14]=1)[NH:11][CH:10]([C:15]1[CH:16]=[C:17]([CH:21]=[CH:22][CH:23]=1)[C:18](O)=[O:19])[C:9]([CH3:25])([CH3:24])[CH2:8]2)=[O:4].ON1C2C=CC=CC=2N=N1.CN(C)CCCN=C=NCC.Cl.CN1CCOCC1.[CH3:55][N:56]([CH3:60])[CH2:57][CH2:58][NH2:59]. Product: [CH3:55][N:56]([CH3:60])[CH2:57][CH2:58][NH:59][C:18]([C:17]1[CH:16]=[C:15]([CH:10]2[C:9]([CH3:24])([CH3:25])[CH2:8][C:7]3[C:12](=[CH:13][CH:14]=[C:5]([C:3]([O:2][CH3:1])=[O:4])[CH:6]=3)[NH:11]2)[CH:23]=[CH:22][CH:21]=1)=[O:19]. The catalyst class is: 4. (5) The catalyst class is: 65. Product: [F:1][C:2]1[C:8]([N+:11]([O-:13])=[O:12])=[CH:7][C:5]([NH2:6])=[C:4]([O:9][CH3:10])[CH:3]=1. Reactant: [F:1][C:2]1[CH:8]=[CH:7][C:5]([NH2:6])=[C:4]([O:9][CH3:10])[CH:3]=1.[N+:11]([O-])([OH:13])=[O:12].NC(N)=N.C(=O)([O-])O.[Na+].